From a dataset of Full USPTO retrosynthesis dataset with 1.9M reactions from patents (1976-2016). Predict the reactants needed to synthesize the given product. (1) Given the product [NH:1]1[C:9]2[C:4](=[CH:5][C:6]([C:14]3[N:19]=[C:18]([NH2:20])[N:17]=[C:16]([NH:21][CH3:22])[CH:15]=3)=[CH:7][CH:8]=2)[CH:3]=[CH:2]1, predict the reactants needed to synthesize it. The reactants are: [NH:1]1[C:9]2[C:4](=[CH:5][C:6](B(O)O)=[CH:7][CH:8]=2)[CH:3]=[CH:2]1.I[C:14]1[N:19]=[C:18]([NH2:20])[N:17]=[C:16]([NH:21][CH3:22])[CH:15]=1. (2) Given the product [Br:1][C:2]1[CH:8]=[CH:7][CH:6]=[CH:5][C:3]=1[NH:4][C:18](=[O:19])[CH2:17][Cl:16], predict the reactants needed to synthesize it. The reactants are: [Br:1][C:2]1[CH:8]=[CH:7][CH:6]=[CH:5][C:3]=1[NH2:4].C(N(CC)CC)C.[Cl:16][CH2:17][C:18](Cl)=[O:19]. (3) Given the product [CH2:20]([N:27]1[C:32](=[O:33])[C:31]([CH3:34])=[C:30]([CH3:35])[N:29]=[C:28]1[C@H:36]([N:40]1[CH2:41][CH2:42][N:43]=[C:7]1[C:4]1[CH:5]=[CH:6][C:1]([CH3:10])=[CH:2][CH:3]=1)[CH:37]([CH3:39])[CH3:38])[C:21]1[CH:26]=[CH:25][CH:24]=[CH:23][CH:22]=1, predict the reactants needed to synthesize it. The reactants are: [C:1]1([CH3:10])[CH:6]=[CH:5][C:4]([C:7](Cl)=O)=[CH:3][CH:2]=1.CCN(C(C)C)C(C)C.[CH2:20]([N:27]1[C:32](=[O:33])[C:31]([CH3:34])=[C:30]([CH3:35])[N:29]=[C:28]1[C@H:36]([NH:40][CH2:41][CH2:42][N:43]1C(=O)C2C(=CC=CC=2)C1=O)[CH:37]([CH3:39])[CH3:38])[C:21]1[CH:26]=[CH:25][CH:24]=[CH:23][CH:22]=1.CCOC(C)=O.CCCCCC. (4) Given the product [C:1]([O:5][C:6]([N:8]1[CH2:13][CH2:12][CH:11]([NH:14][C:15]2[CH:20]=[CH:19][C:18]([C:27]3[N:32]=[CH:31][CH:30]=[CH:29][N:28]=3)=[CH:17][CH:16]=2)[CH2:10][CH2:9]1)=[O:7])([CH3:4])([CH3:3])[CH3:2], predict the reactants needed to synthesize it. The reactants are: [C:1]([O:5][C:6]([N:8]1[CH2:13][CH2:12][CH:11]([NH:14][C:15]2[CH:20]=[CH:19][C:18](Br)=[CH:17][CH:16]=2)[CH2:10][CH2:9]1)=[O:7])([CH3:4])([CH3:3])[CH3:2].C([Sn](CCCC)(CCCC)[C:27]1[N:32]=[CH:31][CH:30]=[CH:29][N:28]=1)CCC. (5) Given the product [C:12]([N:9]1[CH2:10][CH2:11][C@H:7]([O:6][S:2]([CH3:1])(=[O:4])=[O:3])[CH2:8]1)(=[O:15])[CH2:13][CH3:14], predict the reactants needed to synthesize it. The reactants are: [CH3:1][S:2](Cl)(=[O:4])=[O:3].[OH:6][C@H:7]1[CH2:11][CH2:10][N:9]([C:12](=[O:15])[CH2:13][CH3:14])[CH2:8]1.CCN(CC)CC.O. (6) Given the product [Cl:1][C:2]1[CH:3]=[CH:4][C:5]([N:15]2[CH:19]=[C:18]([Cl:20])[N:17]=[N:16]2)=[C:6]([C:8]2[N:13]=[CH:12][N:11]([C@@H:35]3[C:34]4[CH:50]=[C:30]([CH:31]=[CH:32][N:33]=4)[C:29]4[N:28]([CH2:51][O:52][CH2:53][CH2:54][Si:55]([CH3:57])([CH3:56])[CH3:58])[N:27]=[CH:26][C:25]=4[NH:24][C:23](=[O:59])[C@H:22]([CH3:21])[CH2:38][CH2:37][CH2:36]3)[C:10](=[O:14])[CH:9]=2)[CH:7]=1, predict the reactants needed to synthesize it. The reactants are: [Cl:1][C:2]1[CH:3]=[CH:4][C:5]([N:15]2[CH:19]=[C:18]([Cl:20])[N:17]=[N:16]2)=[C:6]([C:8]2[N:13]=[CH:12][N:11]=[C:10]([OH:14])[CH:9]=2)[CH:7]=1.[CH3:21][C@@H:22]1[CH2:38][CH2:37][CH2:36][C@H:35](NC(=O)OCC2C=CC=CC=2)[C:34]2[CH:50]=[C:30]([CH:31]=[CH:32][N:33]=2)[C:29]2[N:28]([CH2:51][O:52][CH2:53][CH2:54][Si:55]([CH3:58])([CH3:57])[CH3:56])[N:27]=[CH:26][C:25]=2[NH:24][C:23]1=[O:59]. (7) The reactants are: [C:1]([C:3]1[C:4]([F:19])=[CH:5][CH:6]=[C:7]2[C:11]=1[NH:10][CH:9]=[C:8]2/[CH:12]=[CH:13]/[C:14]([O:16][CH2:17][CH3:18])=[O:15])#[N:2]. Given the product [C:1]([C:3]1[C:4]([F:19])=[CH:5][CH:6]=[C:7]2[C:11]=1[NH:10][CH:9]=[C:8]2[CH2:12][CH2:13][C:14]([O:16][CH2:17][CH3:18])=[O:15])#[N:2], predict the reactants needed to synthesize it.